This data is from Peptide-MHC class I binding affinity with 185,985 pairs from IEDB/IMGT. The task is: Regression. Given a peptide amino acid sequence and an MHC pseudo amino acid sequence, predict their binding affinity value. This is MHC class I binding data. The peptide sequence is LLFRSIISI. The MHC is HLA-A25:01 with pseudo-sequence HLA-A25:01. The binding affinity (normalized) is 0.0847.